This data is from Forward reaction prediction with 1.9M reactions from USPTO patents (1976-2016). The task is: Predict the product of the given reaction. (1) Given the reactants [CH3:1][C:2]1([CH3:13])[C:6]2[CH:7]=[CH:8][CH:9]=[CH:10][C:5]=2[S:4](=[O:12])(=[O:11])[NH:3]1.[N+:14]([O-])([O-:16])=[O:15].[K+], predict the reaction product. The product is: [CH3:1][C:2]1([CH3:13])[C:6]2[CH:7]=[CH:8][C:9]([N+:14]([O-:16])=[O:15])=[CH:10][C:5]=2[S:4](=[O:12])(=[O:11])[NH:3]1. (2) Given the reactants [Cl:1][C:2]1[CH:3]=[C:4]([C:8]([N:10]2[CH2:15][CH2:14][NH:13][CH2:12][CH2:11]2)=[O:9])[CH:5]=[CH:6][CH:7]=1.[C:16](=O)([O:25]N1C(=O)CCC1=O)[O:17][N:18]1[C:22](=[O:23])[CH2:21][CH2:20][C:19]1=[O:24], predict the reaction product. The product is: [Cl:1][C:2]1[CH:3]=[C:4]([CH:5]=[CH:6][CH:7]=1)[C:8]([N:10]1[CH2:11][CH2:12][N:13]([C:16]([O:17][N:18]2[C:22](=[O:23])[CH2:21][CH2:20][C:19]2=[O:24])=[O:25])[CH2:14][CH2:15]1)=[O:9]. (3) Given the reactants [C:1]([N:4]1[CH2:9][CH2:8][NH:7][CH2:6][CH2:5]1)(=[O:3])[CH3:2].[F:10][C:11]1[CH:16]=[CH:15][C:14]([N:17]=[C:18]=[O:19])=[CH:13][CH:12]=1, predict the reaction product. The product is: [C:1]([N:4]1[CH2:9][CH2:8][N:7]([C:18](=[O:19])[NH:17][C:14]2[CH:15]=[CH:16][C:11]([F:10])=[CH:12][CH:13]=2)[CH2:6][CH2:5]1)(=[O:3])[CH3:2]. (4) Given the reactants [NH2:1][CH2:2][C:3]1[C:8]([CH2:9][CH3:10])=[N:7][C:6]2[N:11]([CH2:14][CH3:15])[N:12]=[CH:13][C:5]=2[C:4]=1[NH:16][CH:17]1[CH2:22][CH2:21][O:20][CH2:19][CH2:18]1.[CH3:23][O:24][C:25]([C:27]1[CH:28]=[C:29]([CH:33]=[CH:34][CH:35]=1)[C:30](O)=[O:31])=[O:26].CN(C(ON1N=NC2C=CC=NC1=2)=[N+](C)C)C.F[P-](F)(F)(F)(F)F, predict the reaction product. The product is: [CH2:14]([N:11]1[C:6]2=[N:7][C:8]([CH2:9][CH3:10])=[C:3]([CH2:2][NH:1][C:30]([C:29]3[CH:28]=[C:27]([CH:35]=[CH:34][CH:33]=3)[C:25]([O:24][CH3:23])=[O:26])=[O:31])[C:4]([NH:16][CH:17]3[CH2:18][CH2:19][O:20][CH2:21][CH2:22]3)=[C:5]2[CH:13]=[N:12]1)[CH3:15]. (5) Given the reactants B1([O-])OO1.[OH2:5].[OH2:6].O.O.[Na+].[C:10]([O:14][C:15]([C@H:17]([CH2:21][S:22][CH2:23][C:24]1[CH:29]=[CH:28][C:27]([C:30]2[CH:35]=[CH:34][C:33]([C:36]3[C:41]4[O:42][C:43]5[CH:48]=[CH:47][CH:46]=[CH:45][C:44]=5[C:40]=4[CH:39]=[CH:38][CH:37]=3)=[CH:32][CH:31]=2)=[CH:26][CH:25]=1)[C:18]([OH:20])=[O:19])=[O:16])([CH3:13])([CH3:12])[CH3:11], predict the reaction product. The product is: [C:10]([O:14][C:15]([C@H:17]([CH2:21][S:22]([CH2:23][C:24]1[CH:25]=[CH:26][C:27]([C:30]2[CH:35]=[CH:34][C:33]([C:36]3[C:41]4[O:42][C:43]5[CH:48]=[CH:47][CH:46]=[CH:45][C:44]=5[C:40]=4[CH:39]=[CH:38][CH:37]=3)=[CH:32][CH:31]=2)=[CH:28][CH:29]=1)(=[O:6])=[O:5])[C:18]([OH:20])=[O:19])=[O:16])([CH3:13])([CH3:11])[CH3:12].